Dataset: Retrosynthesis with 50K atom-mapped reactions and 10 reaction types from USPTO. Task: Predict the reactants needed to synthesize the given product. (1) Given the product O=[N+]([O-])c1ccc(-c2nc(Nc3cccnc3)c3ccc(F)cc3n2)o1, predict the reactants needed to synthesize it. The reactants are: Nc1cccnc1.O=[N+]([O-])c1ccc(-c2nc(Cl)c3ccc(F)cc3n2)o1. (2) Given the product Cc1cccc(C)c1NC(=O)Nc1cc(-c2cccs2)ccc1C(=O)N[C@H](C(=O)O)C1CCCCC1, predict the reactants needed to synthesize it. The reactants are: COC(=O)[C@@H](NC(=O)c1ccc(-c2cccs2)cc1NC(=O)Nc1c(C)cccc1C)C1CCCCC1. (3) Given the product O=C(N[C@@H](CO)Cc1ccc2nc(-c3c(Cl)cccc3Cl)ccc2c1)c1c(Cl)cccc1Cl, predict the reactants needed to synthesize it. The reactants are: COC(=O)[C@@H](Cc1ccc2nc(-c3c(Cl)cccc3Cl)ccc2c1)NC(=O)c1c(Cl)cccc1Cl. (4) Given the product COc1ccc(NC(=O)c2cccnc2NCC2CCN(c3ccncc3)CC2)cc1, predict the reactants needed to synthesize it. The reactants are: COc1ccc(NC(=O)c2cccnc2Cl)cc1.NCC1CCN(c2ccncc2)CC1. (5) Given the product CC(C)(C#N)c1ccc(CBr)cc1, predict the reactants needed to synthesize it. The reactants are: Cc1ccc(C(C)(C)C#N)cc1.O=C1CCC(=O)N1Br. (6) Given the product Nc1cc(C(=O)OCCN2CCCCC2)c2oc(-c3ccccc3)cc2c1, predict the reactants needed to synthesize it. The reactants are: O=C(OCCN1CCCCC1)c1cc([N+](=O)[O-])cc2cc(-c3ccccc3)oc12.